From a dataset of Peptide-MHC class II binding affinity with 134,281 pairs from IEDB. Regression. Given a peptide amino acid sequence and an MHC pseudo amino acid sequence, predict their binding affinity value. This is MHC class II binding data. (1) The peptide sequence is AVLLPQYDVIIQHPA. The MHC is DRB1_0101 with pseudo-sequence DRB1_0101. The binding affinity (normalized) is 0.922. (2) The peptide sequence is YRKILRQRKIDRLID. The MHC is HLA-DQA10101-DQB10501 with pseudo-sequence HLA-DQA10101-DQB10501. The binding affinity (normalized) is 0.219. (3) The peptide sequence is RIDTPDKLTGPFTVR. The MHC is DRB1_0802 with pseudo-sequence DRB1_0802. The binding affinity (normalized) is 0.161. (4) The binding affinity (normalized) is 0.181. The MHC is HLA-DQA10501-DQB10201 with pseudo-sequence HLA-DQA10501-DQB10201. The peptide sequence is KFVDSTVVASVTIID. (5) The peptide sequence is YPIILRLGSQLSLSM. The MHC is DRB1_0701 with pseudo-sequence DRB1_0701. The binding affinity (normalized) is 0.525.